This data is from Forward reaction prediction with 1.9M reactions from USPTO patents (1976-2016). The task is: Predict the product of the given reaction. (1) Given the reactants N1C(C)=CC=[CH:3][C:2]=1C.C(Cl)(=O)C(Cl)=O.CNC(=O)C.[OH:20][C:21]([CH3:49])([CH3:48])[CH2:22][C@@:23]1([C:42]2[CH:47]=[CH:46][CH:45]=[CH:44][CH:43]=2)[O:28][C:27](=[O:29])[N:26]([C@H:30]([C:32]2[CH:41]=[CH:40][C:35]([C:36]([NH:38][NH2:39])=[O:37])=[CH:34][CH:33]=2)[CH3:31])[CH2:25][CH2:24]1, predict the reaction product. The product is: [OH:20][C:21]([CH3:48])([CH3:49])[CH2:22][C@@:23]1([C:42]2[CH:47]=[CH:46][CH:45]=[CH:44][CH:43]=2)[O:28][C:27](=[O:29])[N:26]([C@H:30]([C:32]2[CH:41]=[CH:40][C:35]([C:36]3[O:37][C:2]([CH3:3])=[N:39][N:38]=3)=[CH:34][CH:33]=2)[CH3:31])[CH2:25][CH2:24]1. (2) Given the reactants [CH2:1]([O:3][C:4]([N:6]1[C:15]2[C:10](=[N:11][C:12]([O:16][CH3:17])=[CH:13][CH:14]=2)[C@@H:9]([NH:18][C:19]2[N:24]=[C:23]([CH2:25][C:26]3[CH:31]=[C:30]([C:32]([F:35])([F:34])[F:33])[CH:29]=[C:28]([C:36]([F:39])([F:38])[F:37])[CH:27]=3)[C:22]([NH:40][C:41](OC(C)C3C=CC=CC=3)=O)=[CH:21][N:20]=2)[CH2:8][C@H:7]1[CH2:52][CH3:53])=[O:5])[CH3:2], predict the reaction product. The product is: [CH2:1]([O:3][C:4]([N:6]1[C:15]2[C:10](=[N:11][C:12]([O:16][CH3:17])=[CH:13][CH:14]=2)[C@@H:9]([NH:18][C:19]2[N:24]=[C:23]([CH2:25][C:26]3[CH:31]=[C:30]([C:32]([F:35])([F:34])[F:33])[CH:29]=[C:28]([C:36]([F:38])([F:39])[F:37])[CH:27]=3)[C:22]([NH:40][CH3:41])=[CH:21][N:20]=2)[CH2:8][C@H:7]1[CH2:52][CH3:53])=[O:5])[CH3:2].